This data is from Reaction yield outcomes from USPTO patents with 853,638 reactions. The task is: Predict the reaction yield, written as a fraction of the theoretical maximum amount of product (1.0 means a 100% yield; for example, 0.34 means a 34% yield). The reactants are [Cl:1][C:2]1[CH:3]=[C:4]([C@@H:12]([CH2:16][CH:17]2[CH2:21][CH2:20][CH2:19][CH2:18]2)[C:13]([OH:15])=O)[CH:5]=[CH:6][C:7]=1[S:8]([CH3:11])(=[O:10])=[O:9].C(Cl)(=O)C(Cl)=O.[NH2:28][C:29]1[N:30]=[CH:31][C:32]([C:35]2([CH3:42])[NH:39][C:38](=[O:40])[NH:37][C:36]2=[O:41])=[N:33][CH:34]=1.N1C=CC=CC=1. The catalyst is C(Cl)Cl.CN(C)C=O.CS(C)=O. The product is [Cl:1][C:2]1[CH:3]=[C:4]([C@@H:12]([CH2:16][CH:17]2[CH2:21][CH2:20][CH2:19][CH2:18]2)[C:13]([NH:28][C:29]2[CH:34]=[N:33][C:32]([C:35]3([CH3:42])[C:36](=[O:41])[NH:37][C:38](=[O:40])[NH:39]3)=[CH:31][N:30]=2)=[O:15])[CH:5]=[CH:6][C:7]=1[S:8]([CH3:11])(=[O:9])=[O:10]. The yield is 0.260.